Dataset: Choline transporter screen with 302,306 compounds. Task: Binary Classification. Given a drug SMILES string, predict its activity (active/inactive) in a high-throughput screening assay against a specified biological target. (1) The drug is Brc1cc(n2nc(c(C(=O)c3cc4c(cc3)cccc4)c2)C(=O)C)ccc1. The result is 0 (inactive). (2) The compound is S\1C2(SC(=NN2c2ccccc2)C(=O)C)N(C(=O)C1=C/c1ccccc1)c1ccccc1. The result is 0 (inactive). (3) The drug is S=C(Nc1cc(OC)ccc1)NNC(=O)c1c(OC(F)F)cccc1. The result is 0 (inactive). (4) The compound is O=C(NCc1ccncc1)C(/NC(=O)c1ccc(cc1)C)=C\c1ccccc1. The result is 0 (inactive). (5) The molecule is S(=O)(=O)(NC1C(CCCC1)C)c1ccc(S(=O)(=O)N2CCN(CC2)CCC#N)cc1. The result is 0 (inactive). (6) The drug is o1c(/C(=N/NC(=O)CNC(=O)/C=C\c2ccccc2)C)ccc1. The result is 0 (inactive). (7) The molecule is Brc1[nH]nc2c1cccc2. The result is 0 (inactive). (8) The compound is S(CC(=O)c1cc([N+]([O-])=O)ccc1)c1nc([nH]n1)c1ccncc1. The result is 0 (inactive). (9) The molecule is s1c(N2C(\C(C(=O)C2=O)=C(/O)c2cc3OCCOc3cc2)c2ccccc2)ncc1. The result is 0 (inactive).